From a dataset of hERG Central: cardiac toxicity at 1µM, 10µM, and general inhibition. Predict hERG channel inhibition at various concentrations. (1) The molecule is O=C(Nc1ncccc1O)c1ccc(Cl)c(S(=O)(=O)N2CCCCCC2)c1. Results: hERG_inhib (hERG inhibition (general)): blocker. (2) The compound is CCCCn1nc(C(=O)NCC(=O)Nc2c(C)cccc2C)c2ccccc2c1=O. Results: hERG_inhib (hERG inhibition (general)): blocker. (3) The drug is CC1CCCN(CCCOc2ccc([N+](=O)[O-])cc2)C1.O=C(O)C(=O)O. Results: hERG_inhib (hERG inhibition (general)): blocker. (4) The drug is CCCCCCCNC(=O)C1(CC2CC(c3ccc(Cl)cc3)=NO2)CCNCC1. Results: hERG_inhib (hERG inhibition (general)): blocker. (5) The compound is O=C1C=C(c2cccc(CO)c2)C[C@@H](c2ccc(Cl)cc2)C1. Results: hERG_inhib (hERG inhibition (general)): blocker. (6) Results: hERG_inhib (hERG inhibition (general)): blocker. The drug is Nc1nc(COC(=O)C2CC(=O)N(Cc3ccccc3Cl)C2)nc(Nc2ccccc2)n1. (7) The molecule is CCOc1ccccc1CN1CCN(Cc2cccc3c2OCO3)CC1CCO. Results: hERG_inhib (hERG inhibition (general)): blocker. (8) The drug is CN(CCOc1ccc(Cl)cc1)CC(=O)Nc1ccc(OC(F)F)cc1. Results: hERG_inhib (hERG inhibition (general)): blocker. (9) The compound is CN(C)CCN(C(=O)c1ccc2c(c1)OCCO2)c1nc2c(Cl)cccc2s1.Cl. Results: hERG_inhib (hERG inhibition (general)): blocker. (10) The drug is COc1ccc(C2C(C(=O)OCC(=O)Nc3ccc(C)cc3)CCC(=O)N2c2ccc(OC)cc2)cc1. Results: hERG_inhib (hERG inhibition (general)): blocker.